Task: Predict the product of the given reaction.. Dataset: Forward reaction prediction with 1.9M reactions from USPTO patents (1976-2016) (1) Given the reactants [Cl:1][C:2]1[CH:3]=[C:4]([CH:14]=[CH:15][C:16]=1[CH2:17][CH2:18][NH:19][C@@H:20]([CH3:30])[C@H:21]([OH:29])[C:22]1[CH:27]=[CH:26][C:25]([OH:28])=[CH:24][CH:23]=1)[O:5][C:6]([CH3:13])([CH3:12])[C:7]([O:9]CC)=[O:8].[OH-].[Na+].Cl, predict the reaction product. The product is: [Cl:1][C:2]1[CH:3]=[C:4]([CH:14]=[CH:15][C:16]=1[CH2:17][CH2:18][NH:19][C@@H:20]([CH3:30])[C@H:21]([OH:29])[C:22]1[CH:23]=[CH:24][C:25]([OH:28])=[CH:26][CH:27]=1)[O:5][C:6]([CH3:12])([CH3:13])[C:7]([OH:9])=[O:8]. (2) Given the reactants [NH:1]([C:6]([O:8][C:9]([CH3:12])([CH3:11])[CH3:10])=[O:7])[CH2:2][C:3]([OH:5])=[O:4].C1CCC(N=C=NC2CCCCC2)CC1.[C:28]([O:36][C:37]1[C:46]2[C:41](=[CH:42][CH:43]=[CH:44][CH:45]=2)[C:40](O)=[C:39]([CH3:48])[C:38]=1[CH2:49]/[CH:50]=[C:51](\[CH3:83])/[CH2:52][CH2:53]/[CH:54]=[C:55](\[CH3:82])/[CH2:56][CH2:57]/[CH:58]=[C:59](\[CH3:81])/[CH2:60][CH2:61]/[CH:62]=[C:63](\[CH3:80])/[CH2:64][CH2:65]/[CH:66]=[C:67](\[CH3:79])/[CH2:68][CH2:69]/[CH:70]=[C:71](\[CH3:78])/[CH2:72][CH2:73][CH:74]=[C:75]([CH3:77])[CH3:76])(=[O:35])[C:29]1[CH:34]=[CH:33][CH:32]=[CH:31][CH:30]=1, predict the reaction product. The product is: [C:28]([O:36][C:37]1[C:46]2[C:41](=[CH:42][CH:43]=[CH:44][CH:45]=2)[C:40]([O:4][C:3](=[O:5])[CH2:2][NH:1][C:6]([O:8][C:9]([CH3:12])([CH3:11])[CH3:10])=[O:7])=[C:39]([CH3:48])[C:38]=1[CH2:49]/[CH:50]=[C:51](\[CH3:83])/[CH2:52][CH2:53]/[CH:54]=[C:55](\[CH3:82])/[CH2:56][CH2:57]/[CH:58]=[C:59](\[CH3:81])/[CH2:60][CH2:61]/[CH:62]=[C:63](\[CH3:80])/[CH2:64][CH2:65]/[CH:66]=[C:67](\[CH3:79])/[CH2:68][CH2:69]/[CH:70]=[C:71](\[CH3:78])/[CH2:72][CH2:73][CH:74]=[C:75]([CH3:77])[CH3:76])(=[O:35])[C:29]1[CH:30]=[CH:31][CH:32]=[CH:33][CH:34]=1. (3) Given the reactants [F:1][C:2]1[C:3]([O:21][CH3:22])=[C:4]([O:19][CH3:20])[CH:5]=[C:6]2[C:11]=1[N:10]=[C:9]([N:12]1[CH2:17][CH2:16][NH:15][CH2:14][CH2:13]1)[N:8]=[C:7]2[NH2:18].[NH:23]1[C:31]2[C:26](=[CH:27][CH:28]=[CH:29][CH:30]=2)[CH:25]=[C:24]1[C:32](O)=[O:33], predict the reaction product. The product is: [NH2:18][C:7]1[C:6]2[C:11](=[C:2]([F:1])[C:3]([O:21][CH3:22])=[C:4]([O:19][CH3:20])[CH:5]=2)[N:10]=[C:9]([N:12]2[CH2:17][CH2:16][N:15]([C:32]([C:24]3[NH:23][C:31]4[C:26]([CH:25]=3)=[CH:27][CH:28]=[CH:29][CH:30]=4)=[O:33])[CH2:14][CH2:13]2)[N:8]=1. (4) Given the reactants [N+:1]([C:4]1[CH:14]=[CH:13][C:7]2[O:8][CH2:9][C:10](=[O:12])[NH:11][C:6]=2[CH:5]=1)([O-])=O, predict the reaction product. The product is: [NH2:1][C:4]1[CH:14]=[CH:13][C:7]2[O:8][CH2:9][C:10](=[O:12])[NH:11][C:6]=2[CH:5]=1. (5) Given the reactants [F:1][CH:2]([F:19])[CH2:3][O:4][C:5]1[CH:13]=[C:12]([NH:14][CH3:15])[C:11]([N+:16]([O-:18])=[O:17])=[CH:10][C:6]=1[C:7]([OH:9])=O.[Br:20][C:21]1[CH:27]=[CH:26][C:24]([NH2:25])=[CH:23][CH:22]=1.CN(C(ON1N=NC2C=CC=CC1=2)=[N+](C)C)C.F[P-](F)(F)(F)(F)F, predict the reaction product. The product is: [Br:20][C:21]1[CH:27]=[CH:26][C:24]([NH:25][C:7](=[O:9])[C:6]2[CH:10]=[C:11]([N+:16]([O-:18])=[O:17])[C:12]([NH:14][CH3:15])=[CH:13][C:5]=2[O:4][CH2:3][CH:2]([F:1])[F:19])=[CH:23][CH:22]=1. (6) Given the reactants [CH:1]1[N:2]=[CH:3][N:4]2[CH2:9][CH2:8][CH2:7][C:6](=[O:10])[C:5]=12.Br[C:12]1[C:16]2[CH:17]=[CH:18][CH:19]=[C:20]([F:21])[C:15]=2[O:14][CH:13]=1, predict the reaction product. The product is: [F:21][C:20]1[C:15]2[O:14][CH:13]=[C:12]([C:6]3([OH:10])[CH2:7][CH2:8][CH2:9][N:4]4[CH:3]=[N:2][CH:1]=[C:5]34)[C:16]=2[CH:17]=[CH:18][CH:19]=1. (7) Given the reactants [NH2:1][C:2]1[CH:3]=[C:4]([S:10]([NH:13][CH3:14])(=[O:12])=[O:11])[CH:5]=[CH:6][C:7]=1[O:8][CH3:9].C(OC1C=CC=CC=1N=[C:26]=[S:27])(C)C, predict the reaction product. The product is: [N:1]([C:2]1[CH:3]=[C:4]([S:10]([NH:13][CH3:14])(=[O:12])=[O:11])[CH:5]=[CH:6][C:7]=1[O:8][CH3:9])=[C:26]=[S:27].